Dataset: Reaction yield outcomes from USPTO patents with 853,638 reactions. Task: Predict the reaction yield, written as a fraction of the theoretical maximum amount of product (1.0 means a 100% yield; for example, 0.34 means a 34% yield). (1) The reactants are C[O:2]/[CH:3]=[CH:4]/[CH:5]1[CH2:14][C:13]2[C:8](=[CH:9][CH:10]=[CH:11][CH:12]=2)[N:7]([C:15]([O:17][C:18]([CH3:21])([CH3:20])[CH3:19])=[O:16])[CH2:6]1.C1COCC1. The catalyst is CO. The product is [O:2]=[CH:3][CH2:4][CH:5]1[CH2:14][C:13]2[C:8](=[CH:9][CH:10]=[CH:11][CH:12]=2)[N:7]([C:15]([O:17][C:18]([CH3:21])([CH3:20])[CH3:19])=[O:16])[CH2:6]1. The yield is 0.304. (2) The reactants are [O:1]1[CH:5]=[CH:4][CH:3]=[C:2]1[C:6]1[N:10]([C:11]2[CH:16]=[CH:15][CH:14]=[C:13](B3OC(C)(C)C(C)(C)O3)[CH:12]=2)[N:9]=[C:8]([C:26]([F:29])([F:28])[F:27])[CH:7]=1.C(=O)([O-])[O-].[K+].[K+].FC(F)(F)S(O[C:42]1[CH2:47][CH2:46][N:45]([C:48]([O:50][CH2:51][C:52]2[CH:57]=[CH:56][CH:55]=[CH:54][CH:53]=2)=[O:49])[CH2:44][CH:43]=1)(=O)=O. The catalyst is CN(C=O)C. The product is [O:1]1[CH:5]=[CH:4][CH:3]=[C:2]1[C:6]1[N:10]([C:11]2[CH:12]=[C:13]([C:42]3[CH2:47][CH2:46][N:45]([C:48]([O:50][CH2:51][C:52]4[CH:53]=[CH:54][CH:55]=[CH:56][CH:57]=4)=[O:49])[CH2:44][CH:43]=3)[CH:14]=[CH:15][CH:16]=2)[N:9]=[C:8]([C:26]([F:29])([F:28])[F:27])[CH:7]=1. The yield is 0.660. (3) The reactants are [Cl:1][C:2]1[CH:9]=[C:8]([N+:10]([O-:12])=[O:11])[CH:7]=[CH:6][C:3]=1[CH2:4]Br.C(N(C(C)C)CC)(C)C.[F:22][C:23]1[CH:24]=[C:25]([CH:27]=[CH:28][CH:29]=1)[NH2:26]. The catalyst is C(#N)C. The product is [Cl:1][C:2]1[CH:9]=[C:8]([N+:10]([O-:12])=[O:11])[CH:7]=[CH:6][C:3]=1[CH2:4][NH:26][C:25]1[CH:27]=[CH:28][CH:29]=[C:23]([F:22])[CH:24]=1. The yield is 0.840.